Dataset: Forward reaction prediction with 1.9M reactions from USPTO patents (1976-2016). Task: Predict the product of the given reaction. (1) Given the reactants [Br:1][C:2]1[CH:10]=[C:9]2[C:5]([CH2:6][C:7]3([CH2:30][CH2:29][CH:28]([O:31][CH3:32])[CH2:27][CH2:26]3)[C:8]2([NH:16][S:17]([CH2:20][CH2:21][Si:22]([CH3:25])([CH3:24])[CH3:23])(=[O:19])=[O:18])[C:11]([O:13][CH2:14][CH3:15])=C)=[CH:4][CH:3]=1.[OH2:33], predict the reaction product. The product is: [Br:1][C:2]1[CH:10]=[C:9]2[C:5]([CH2:6][C:7]3([CH2:30][CH2:29][CH:28]([O:31][CH3:32])[CH2:27][CH2:26]3)[C:8]2([NH:16][S:17]([CH2:20][CH2:21][Si:22]([CH3:25])([CH3:24])[CH3:23])(=[O:18])=[O:19])[C:11]([O:13][CH2:14][CH3:15])=[O:33])=[CH:4][CH:3]=1. (2) Given the reactants [O:1]=[C:2]1[CH2:6][CH2:5][N:4]([C:7]([O:9][C:10]([CH3:13])([CH3:12])[CH3:11])=[O:8])[CH2:3]1.C[Si]([N-][Si](C)(C)C)(C)C.[Na+].C1(N([O:31][S:32]([C:35]([F:38])([F:37])[F:36])(=O)=[O:33])[O:31][S:32]([C:35]([F:38])([F:37])[F:36])(=O)=[O:33])C=CC=CC=1, predict the reaction product. The product is: [F:36][C:35]([F:38])([F:37])[S:32]([O:1][C:2]1[CH2:3][N:4]([C:7]([O:9][C:10]([CH3:13])([CH3:12])[CH3:11])=[O:8])[CH2:5][CH:6]=1)(=[O:33])=[O:31]. (3) Given the reactants [Br:1][C:2]1[CH:7]=[CH:6][C:5]([C:8]2[CH:13]=[CH:12][C:11]([CH2:14][C:15]([OH:17])=O)=[CH:10][CH:9]=2)=[CH:4][CH:3]=1.Cl.[CH3:19][NH:20][CH3:21].[Cl-].COC1N=C(OC)N=C([N+]2(C)CCOCC2)N=1.CN1CCOCC1, predict the reaction product. The product is: [Br:1][C:2]1[CH:7]=[CH:6][C:5]([C:8]2[CH:13]=[CH:12][C:11]([CH2:14][C:15]([N:20]([CH3:21])[CH3:19])=[O:17])=[CH:10][CH:9]=2)=[CH:4][CH:3]=1. (4) Given the reactants [CH2:1]([Mg]Br)[CH3:2].[Cl:5][C:6]1[CH:7]=[CH:8][C:9]([C:27](OC)=[O:28])=[C:10]2[C:14]=1[N:13]=[C:12]1[N:15]([C:19]3[CH:24]=[CH:23][C:22]([Cl:25])=[CH:21][C:20]=3[Cl:26])[CH2:16][CH2:17][CH2:18][N:11]21.O1CC[CH2:33][CH2:32]1, predict the reaction product. The product is: [Cl:5][C:6]1[C:14]2[N:13]=[C:12]3[N:15]([C:19]4[CH:24]=[CH:23][C:22]([Cl:25])=[CH:21][C:20]=4[Cl:26])[CH2:16][CH2:17][CH2:18][N:11]3[C:10]=2[C:9]([C:27]([OH:28])([CH2:1][CH3:2])[CH2:32][CH3:33])=[CH:8][CH:7]=1. (5) Given the reactants Cl[CH2:2][C:3]1[NH:8][C:7]([S:9][CH3:10])=[N:6][C:5](=[O:11])[CH:4]=1.[NH:12]1[CH2:17][CH2:16][O:15][CH2:14][CH2:13]1, predict the reaction product. The product is: [CH3:10][S:9][C:7]1[NH:8][C:3]([CH2:2][N:12]2[CH2:17][CH2:16][O:15][CH2:14][CH2:13]2)=[CH:4][C:5](=[O:11])[N:6]=1. (6) Given the reactants Cl[C:2]1[C:3]2[CH2:10][S:9][CH2:8][C:4]=2[N:5]=[CH:6][N:7]=1.[C:11]([N:18]1[CH2:23][CH2:22][NH:21][CH2:20][CH2:19]1)([O:13][C:14]([CH3:17])([CH3:16])[CH3:15])=[O:12], predict the reaction product. The product is: [N:5]1[C:4]2[CH2:8][S:9][CH2:10][C:3]=2[C:2]([N:21]2[CH2:20][CH2:19][N:18]([C:11]([O:13][C:14]([CH3:17])([CH3:16])[CH3:15])=[O:12])[CH2:23][CH2:22]2)=[N:7][CH:6]=1. (7) Given the reactants Cl[CH2:2][CH2:3][O:4][C:5]1[CH:6]=[CH:7][C:8]2[N:12]=[CH:11][N:10]([C:13]3[S:14][C:15]([C:25]([NH2:27])=[O:26])=[C:16]([C:18]4[CH:23]=[CH:22][CH:21]=[C:20]([Cl:24])[CH:19]=4)[N:17]=3)[C:9]=2[CH:28]=1.C(=O)([O-])[O-].[K+].[K+].[CH3:35][NH:36][CH3:37], predict the reaction product. The product is: [Cl:24][C:20]1[CH:19]=[C:18]([C:16]2[N:17]=[C:13]([N:10]3[C:9]4[CH:28]=[C:5]([O:4][CH2:3][CH2:2][N:36]([CH3:37])[CH3:35])[CH:6]=[CH:7][C:8]=4[N:12]=[CH:11]3)[S:14][C:15]=2[C:25]([NH2:27])=[O:26])[CH:23]=[CH:22][CH:21]=1. (8) Given the reactants [CH3:1][C:2]1[CH:9]=[CH:8][C:5]([C:6]#[N:7])=[CH:4][C:3]=1[C:10]1[CH:18]=[C:17]2[C:13]([C:14]3([CH2:23][CH2:22][CH2:21][CH2:20]3)[C:15](=[O:19])[NH:16]2)=[CH:12][CH:11]=1.[NH2:24][OH:25].C([O-])(=O)C.[Na+], predict the reaction product. The product is: [OH:25]/[N:24]=[C:6](/[NH2:7])\[C:5]1[CH:8]=[CH:9][C:2]([CH3:1])=[C:3]([C:10]2[CH:18]=[C:17]3[C:13]([C:14]4([CH2:20][CH2:21][CH2:22][CH2:23]4)[C:15](=[O:19])[NH:16]3)=[CH:12][CH:11]=2)[CH:4]=1. (9) Given the reactants [N:1]1([C:7]2[C:8]3[S:28][C:27]([CH2:29][N:30]4[CH2:35][CH2:34][N:33]([C:36]([CH3:41])([CH3:40])[C:37]([NH2:39])=[O:38])[CH2:32][CH2:31]4)=[CH:26][C:9]=3[N:10]=[C:11]([Sn](CCCC)(CCCC)CCCC)[N:12]=2)[CH2:6][CH2:5][O:4][CH2:3][CH2:2]1.C(OC([N:49]1[C:53]2=[N:54][CH:55]=[CH:56][C:57](Br)=[C:52]2[CH:51]=[CH:50]1)=O)(C)(C)C, predict the reaction product. The product is: [CH3:40][C:36]([N:33]1[CH2:34][CH2:35][N:30]([CH2:29][C:27]2[S:28][C:8]3[C:7]([N:1]4[CH2:2][CH2:3][O:4][CH2:5][CH2:6]4)=[N:12][C:11]([C:57]4[CH:56]=[CH:55][N:54]=[C:53]5[NH:49][CH:50]=[CH:51][C:52]=45)=[N:10][C:9]=3[CH:26]=2)[CH2:31][CH2:32]1)([CH3:41])[C:37]([NH2:39])=[O:38].